Dataset: Reaction yield outcomes from USPTO patents with 853,638 reactions. Task: Predict the reaction yield, written as a fraction of the theoretical maximum amount of product (1.0 means a 100% yield; for example, 0.34 means a 34% yield). The reactants are [Cl:1][C:2]1[CH:3]=[C:4]([CH:19]=[CH:20][CH:21]=1)[CH2:5][O:6][C:7]1[CH:15]=[CH:14][CH:13]=[C:9]([C:10]([OH:12])=O)[C:8]=1[C:16]([OH:18])=O.Cl.[NH2:23][CH:24]1[CH2:30][CH2:29][C:28](=[O:31])[NH:27][C:25]1=[O:26]. The catalyst is N1C=CC=CC=1. The product is [Cl:1][C:2]1[CH:3]=[C:4]([CH:19]=[CH:20][CH:21]=1)[CH2:5][O:6][C:7]1[CH:15]=[CH:14][CH:13]=[C:9]2[C:8]=1[C:16](=[O:18])[N:23]([CH:24]1[CH2:30][CH2:29][C:28](=[O:31])[NH:27][C:25]1=[O:26])[C:10]2=[O:12]. The yield is 0.370.